This data is from Reaction yield outcomes from USPTO patents with 853,638 reactions. The task is: Predict the reaction yield, written as a fraction of the theoretical maximum amount of product (1.0 means a 100% yield; for example, 0.34 means a 34% yield). The reactants are O=[C:2]1[NH:11][C:10]2[C:9]3[CH2:12][CH2:13][CH2:14][CH2:15][C:8]=3[CH:7]=[CH:6][C:5]=2[N:4]([C:16]2[CH:17]=[C:18]([NH:22][S:23]([C:26]3[CH:31]=[CH:30][CH:29]=[CH:28][C:27]=3[N+:32]([O-:34])=[O:33])(=[O:25])=[O:24])[CH:19]=[CH:20][CH:21]=2)C1=O.[CH3:36]I.[C:38](=[O:41])([O-])[O-].[K+].[K+].[C:44](=[O:47])([O-])O.[Na+]. The catalyst is C(Cl)(Cl)Cl.CN(C=O)C. The product is [CH3:36][N:22]([C:18]1[CH:19]=[CH:20][CH:21]=[C:16]([N:4]2[C:5]3[CH:6]=[CH:7][C:8]4[CH2:15][CH2:14][CH2:13][CH2:12][C:9]=4[C:10]=3[N:11]([CH3:2])[C:44](=[O:47])[C:38]2=[O:41])[CH:17]=1)[S:23]([C:26]1[CH:31]=[CH:30][CH:29]=[CH:28][C:27]=1[N+:32]([O-:34])=[O:33])(=[O:24])=[O:25]. The yield is 0.660.